Dataset: Full USPTO retrosynthesis dataset with 1.9M reactions from patents (1976-2016). Task: Predict the reactants needed to synthesize the given product. (1) Given the product [C:1]1([CH:7]2[O:11][CH:10]3[CH2:12][CH2:13][O:14][C:9]3([C:15](=[CH2:16])[C:20]([O:23][CH3:24])=[O:22])[CH2:8]2)[CH:2]=[CH:3][CH:4]=[CH:5][CH:6]=1, predict the reactants needed to synthesize it. The reactants are: [C:1]1([CH:7]2[O:11][CH:10]([CH2:12][CH2:13][OH:14])[C:9](=[C:15]=[C:16]=C=C)[CH2:8]2)[CH:6]=[CH:5][CH:4]=[CH:3][CH:2]=1.O.[C:20]([O:23][CH2:24]C)(=[O:22])C. (2) The reactants are: C([O:3][C:4](=O)[CH:5]([NH2:17])[CH2:6][C:7]1[C:15]2[C:10](=[CH:11][CH:12]=[CH:13][C:14]=2[F:16])[NH:9][N:8]=1)C.[BH4-].[Li+]. Given the product [NH2:17][CH:5]([CH2:6][C:7]1[C:15]2[C:10](=[CH:11][CH:12]=[CH:13][C:14]=2[F:16])[NH:9][N:8]=1)[CH2:4][OH:3], predict the reactants needed to synthesize it. (3) Given the product [ClH:1].[ClH:1].[CH3:25][NH:17][C@H:14]1[CH2:15][CH2:16][N:12]([C:10]2[C:9]3[CH2:8][CH2:7][CH2:6][CH2:5][C:4]=3[N:3]=[C:2]([NH:34][C:32]3[CH:33]=[C:28]([C:27]([F:26])([F:36])[F:37])[CH:29]=[C:30]([NH2:35])[CH:31]=3)[N:11]=2)[CH2:13]1, predict the reactants needed to synthesize it. The reactants are: [Cl:1][C:2]1[N:11]=[C:10]([N:12]2[CH2:16][CH2:15][C@H:14]([N:17]([CH3:25])C(=O)OC(C)(C)C)[CH2:13]2)[C:9]2[CH2:8][CH2:7][CH2:6][CH2:5][C:4]=2[N:3]=1.[F:26][C:27]([F:37])([F:36])[C:28]1[CH:29]=[C:30]([NH2:35])[CH:31]=[C:32]([NH2:34])[CH:33]=1. (4) Given the product [Br:1][C:2]1[O:6][C:5]([C:7]([O:9][CH3:14])=[O:8])=[CH:4][CH:3]=1, predict the reactants needed to synthesize it. The reactants are: [Br:1][C:2]1[O:6][C:5]([C:7]([OH:9])=[O:8])=[CH:4][CH:3]=1.S(Cl)(Cl)=O.[CH3:14]O. (5) The reactants are: [N:1]1[CH:6]=[CH:5][C:4](B(O)O)=[CH:3][C:2]=1[CH3:10].[C:11]([C:13]1([NH:16][C:17]([C@H:19]2[CH2:23][C@H:22]([S:24]([C:27]3[CH:32]=[CH:31][C:30](Br)=[CH:29][C:28]=3[C:34]([F:37])([F:36])[F:35])(=[O:26])=[O:25])[CH2:21][C@@H:20]2[O:38][CH:39]2[CH2:42][CH2:41][CH2:40]2)=[O:18])[CH2:15][CH2:14]1)#[N:12].C(C1(NC([C@H]2C[C@H](S(C3C=CC(Br)=CC=3C(F)(F)F)(=O)=O)C[C@@H]2OC)=O)CC1)#N. Given the product [C:11]([C:13]1([NH:16][C:17]([C@H:19]2[CH2:23][C@H:22]([S:24]([C:27]3[CH:32]=[CH:31][C:30]([C:4]4[CH:5]=[CH:6][N:1]=[C:2]([CH3:10])[CH:3]=4)=[CH:29][C:28]=3[C:34]([F:36])([F:35])[F:37])(=[O:26])=[O:25])[CH2:21][C@@H:20]2[O:38][CH:39]2[CH2:40][CH2:41][CH2:42]2)=[O:18])[CH2:14][CH2:15]1)#[N:12], predict the reactants needed to synthesize it. (6) Given the product [CH:26]1([C:21]([CH:26]2[CH2:30][CH2:29][CH2:28][CH2:27]2)([OH:23])[C:9]2[C:10]3[N:14]=[C:13]([NH:15][S:16]([CH3:19])(=[O:18])=[O:17])[NH:12][C:11]=3[CH:20]=[C:7]([C:6]3[C:2]([CH3:1])=[N:3][O:4][C:5]=3[CH3:25])[CH:8]=2)[CH2:30][CH2:29][CH2:28][CH2:27]1, predict the reactants needed to synthesize it. The reactants are: [CH3:1][C:2]1[C:6]([C:7]2[CH:8]=[C:9]([C:21]([O:23]C)=O)[C:10]3[N:14]=[C:13]([NH:15][S:16]([CH3:19])(=[O:18])=[O:17])[NH:12][C:11]=3[CH:20]=2)=[C:5]([CH3:25])[O:4][N:3]=1.[CH:26]1([Mg]Cl)[CH2:30][CH2:29][CH2:28][CH2:27]1.